From a dataset of Reaction yield outcomes from USPTO patents with 853,638 reactions. Predict the reaction yield, written as a fraction of the theoretical maximum amount of product (1.0 means a 100% yield; for example, 0.34 means a 34% yield). (1) The catalyst is C(O)C.O. The reactants are C([C:5]1[CH:10]=[CH:9][C:8]([C:11]([CH3:40])([CH2:15][CH2:16][CH2:17][CH2:18][C:19](=[O:39])[CH2:20][CH2:21][CH2:22][CH2:23][C:24]([C:29]2[CH:34]=[CH:33][C:32](CC(C)C)=[CH:31][CH:30]=2)([CH3:28])[C:25]([OH:27])=[O:26])[C:12]([OH:14])=[O:13])=[CH:7][CH:6]=1)C(C)C.C(OC(=O)C(C)(C1C=CC=CC=1)CCCCC(=O)CCCCC(C)(C1C=CC=CC=1)C(OCC)=O)C.[OH-].[K+]. The yield is 0.870. The product is [CH3:28][C:24]([C:29]1[CH:30]=[CH:31][CH:32]=[CH:33][CH:34]=1)([CH2:23][CH2:22][CH2:21][CH2:20][C:19](=[O:39])[CH2:18][CH2:17][CH2:16][CH2:15][C:11]([CH3:40])([C:8]1[CH:7]=[CH:6][CH:5]=[CH:10][CH:9]=1)[C:12]([OH:14])=[O:13])[C:25]([OH:27])=[O:26]. (2) The reactants are O1CCCC1.[C:6]([C:8]1[C:9]([NH2:14])=[N:10][CH:11]=[CH:12][CH:13]=1)#[CH:7].[F:15][C:16]1[CH:17]=[C:18]([CH:31]=[CH:32][CH:33]=1)[O:19][C:20]1[N:25]=[CH:24][C:23]([CH2:26][C:27](Cl)=[N:28][OH:29])=[CH:22][CH:21]=1.C(N(CC)CC)C. The catalyst is O. The product is [F:15][C:16]1[CH:17]=[C:18]([CH:31]=[CH:32][CH:33]=1)[O:19][C:20]1[N:25]=[CH:24][C:23]([CH2:26][C:27]2[CH:7]=[C:6]([C:8]3[C:9]([NH2:14])=[N:10][CH:11]=[CH:12][CH:13]=3)[O:29][N:28]=2)=[CH:22][CH:21]=1. The yield is 0.330. (3) The reactants are [CH3:1][N:2]([C:10]1[CH:15]=[C:14]([O:16][C:17]2[CH:22]=[CH:21][CH:20]=[C:19]([N:23]3[CH2:28][CH2:27][O:26][CH2:25][CH2:24]3)[CH:18]=2)[CH:13]=[CH:12][C:11]=1[N+:29]([O-])=O)[C:3](=[O:9])[O:4][C:5]([CH3:8])([CH3:7])[CH3:6].[H][H]. The catalyst is C(OCC)(=O)C.[C].[Pd]. The product is [C:5]([O:4][C:3](=[O:9])[N:2]([C:10]1[CH:15]=[C:14]([O:16][C:17]2[CH:22]=[CH:21][CH:20]=[C:19]([N:23]3[CH2:28][CH2:27][O:26][CH2:25][CH2:24]3)[CH:18]=2)[CH:13]=[CH:12][C:11]=1[NH2:29])[CH3:1])([CH3:8])([CH3:6])[CH3:7]. The yield is 0.960. (4) The reactants are [C:1]1(=[O:30])[N:5]([CH2:6][CH2:7][C:8]2[C:9](=[O:24])[NH:10][C:11](=[O:23])[N:12]([C@@H:14]3[O:22][CH2:21][C@@H:19]([OH:20])[C@@H:17]([OH:18])[C@H:15]3[OH:16])[CH:13]=2)[C:4](=[O:25])[C:3]2=[CH:26][CH:27]=[CH:28][CH:29]=[C:2]12.[C:31](Cl)(=[O:38])[C:32]1[CH:37]=[CH:36][CH:35]=[CH:34][CH:33]=1.[Cl-].[NH4+]. The catalyst is N1C=CC=CC=1.ClCCl. The product is [C:31]([O:16][C@@H:15]1[C@H:17]([OH:18])[C@H:19]([OH:20])[CH2:21][O:22][C@H:14]1[N:12]1[CH:13]=[C:8]([CH2:7][CH2:6][N:5]2[C:4](=[O:25])[C:3]3=[CH:26][CH:27]=[CH:28][CH:29]=[C:2]3[C:1]2=[O:30])[C:9](=[O:24])[NH:10][C:11]1=[O:23])(=[O:38])[C:32]1[CH:37]=[CH:36][CH:35]=[CH:34][CH:33]=1. The yield is 0.600. (5) The reactants are FC(F)(F)[C:3]([C:5]1[C:13]2[C:8](=[CH:9][C:10]([S:14][CH3:15])=[CH:11][CH:12]=2)[N:7]([CH:16]([CH3:18])[CH3:17])[CH:6]=1)=[O:4].[OH-:21].[Na+]. The catalyst is O1CCCC1. The product is [CH:16]([N:7]1[C:8]2[C:13](=[CH:12][CH:11]=[C:10]([S:14][CH3:15])[CH:9]=2)[C:5]([C:3]([OH:4])=[O:21])=[CH:6]1)([CH3:18])[CH3:17]. The yield is 0.770.